From a dataset of Catalyst prediction with 721,799 reactions and 888 catalyst types from USPTO. Predict which catalyst facilitates the given reaction. (1) Reactant: [O:1]1[C:5]2[CH:6]=[CH:7][CH:8]=[CH:9][C:4]=2[N:3]=[C:2]1C1C=CC(O)=CC=1. Product: [O:1]1[C:5]2[CH:6]=[CH:7][CH:8]=[CH:9][C:4]=2[N:3]=[CH:2]1. The catalyst class is: 7. (2) Reactant: [CH3:1][O:2][C:3]1[C:12]2[C:7](=[CH:8][CH:9]=[CH:10][CH:11]=2)[C:6]([O:13][CH3:14])=[CH:5][C:4]=1[O:15][CH3:16].[Li]CCCC.CN([CH:25]=[O:26])C. Product: [CH3:14][O:13][C:6]1[C:7]2[C:12](=[CH:11][CH:10]=[CH:9][CH:8]=2)[C:3]([O:2][CH3:1])=[C:4]([O:15][CH3:16])[C:5]=1[CH:25]=[O:26]. The catalyst class is: 1. (3) Reactant: Cl.[CH3:2][CH:3]([O:5][C:6]1[CH:13]=[CH:12][C:11]([C:14]2[O:18][N:17]=[C:16]([C:19]3[CH:20]=[CH:21][C:22]4[CH2:28][NH:27][CH2:26][CH2:25][CH2:24][C:23]=4[CH:29]=3)[N:15]=2)=[CH:10][C:7]=1[C:8]#[N:9])[CH3:4].C(=O)([O-])[O-].[Cs+].[Cs+].Br[CH2:37][C:38]([O:40][C:41]([CH3:44])([CH3:43])[CH3:42])=[O:39].CCOC(C)=O. Product: [C:8]([C:7]1[CH:10]=[C:11]([C:14]2[O:18][N:17]=[C:16]([C:19]3[CH:20]=[CH:21][C:22]4[CH2:28][N:27]([CH2:37][C:38]([O:40][C:41]([CH3:44])([CH3:43])[CH3:42])=[O:39])[CH2:26][CH2:25][CH2:24][C:23]=4[CH:29]=3)[N:15]=2)[CH:12]=[CH:13][C:6]=1[O:5][CH:3]([CH3:2])[CH3:4])#[N:9]. The catalyst class is: 3. (4) Reactant: [C:1]([O:5][C:6]([N:8]1[CH2:13][CH2:12][C:11](=[C:14]2[C:20]3[CH:21]=[CH:22][C:23]([Cl:25])=[CH:24][C:19]=3[C:18]([CH:26](O)[C:27]3[N:28]([CH3:32])[CH:29]=[N:30][CH:31]=3)=[CH:17][C:16]3[CH:34]=[CH:35][CH:36]=[CH:37][C:15]2=3)[CH2:10][CH2:9]1)=[O:7])([CH3:4])([CH3:3])[CH3:2].C1CCN2C(=NCCC2)CC1.C1(P([N:63]=[N+:64]=[N-:65])(C2C=CC=CC=2)=O)C=CC=CC=1. Product: [C:1]([O:5][C:6]([N:8]1[CH2:13][CH2:12][C:11](=[C:14]2[C:20]3[CH:21]=[CH:22][C:23]([Cl:25])=[CH:24][C:19]=3[C:18]([CH:26]([N:63]=[N+:64]=[N-:65])[C:27]3[N:28]([CH3:32])[CH:29]=[N:30][CH:31]=3)=[CH:17][C:16]3[CH:34]=[CH:35][CH:36]=[CH:37][C:15]2=3)[CH2:10][CH2:9]1)=[O:7])([CH3:3])([CH3:2])[CH3:4]. The catalyst class is: 11. (5) Reactant: Cl[C:2]1[C:11]2[C:6](=[CH:7][CH:8]=[CH:9][CH:10]=2)[N:5]=[CH:4][C:3]=1[N+:12]([O-:14])=[O:13].[NH:15]1[CH2:20][CH2:19][CH2:18][C@H:17]([NH:21][C:22](=[O:28])[O:23][C:24]([CH3:27])([CH3:26])[CH3:25])[CH2:16]1.CCN(C(C)C)C(C)C. Product: [N+:12]([C:3]1[CH:4]=[N:5][C:6]2[C:11]([C:2]=1[N:15]1[CH2:20][CH2:19][CH2:18][C@H:17]([NH:21][C:22](=[O:28])[O:23][C:24]([CH3:26])([CH3:25])[CH3:27])[CH2:16]1)=[CH:10][CH:9]=[CH:8][CH:7]=2)([O-:14])=[O:13]. The catalyst class is: 51. (6) Reactant: FC(F)(F)C([N:5]1[CH2:11][CH2:10][C:9]2[CH:12]=[C:13]([CH2:16][CH2:17][CH2:18][CH2:19][CH2:20][CH2:21][CH2:22][CH3:23])[CH:14]=[CH:15][C:8]=2[CH2:7][CH2:6]1)=O.C([O-])(O)=O.[Na+]. Product: [CH2:16]([C:13]1[CH:14]=[CH:15][C:8]2[CH2:7][CH2:6][NH:5][CH2:11][CH2:10][C:9]=2[CH:12]=1)[CH2:17][CH2:18][CH2:19][CH2:20][CH2:21][CH2:22][CH3:23]. The catalyst class is: 24.